Task: Predict the product of the given reaction.. Dataset: Forward reaction prediction with 1.9M reactions from USPTO patents (1976-2016) (1) Given the reactants [CH2:1]([O:4][C@H:5]1[C:13]2[C:8](=[CH:9][C:10]([O:14][CH3:15])=[CH:11][CH:12]=2)[C@@H:7]([NH:16][CH2:17][C@@H:18]([OH:40])[C@@H:19]([NH:29]C(=O)OCC2C=CC=CC=2)[CH2:20][C:21]2[CH:26]=[C:25]([F:27])[CH:24]=[C:23]([F:28])[CH:22]=2)[CH2:6]1)[CH:2]=[CH2:3], predict the reaction product. The product is: [CH2:1]([O:4][C@H:5]1[C:13]2[C:8](=[CH:9][C:10]([O:14][CH3:15])=[CH:11][CH:12]=2)[C@@H:7]([NH:16][CH2:17][C@@H:18]([OH:40])[C@@H:19]([NH2:29])[CH2:20][C:21]2[CH:22]=[C:23]([F:28])[CH:24]=[C:25]([F:27])[CH:26]=2)[CH2:6]1)[CH:2]=[CH2:3]. (2) Given the reactants [CH:1]([NH:4][CH:5]([CH3:7])C)([CH3:3])C.C([Li])CCC.CCCCCC.[C:19](#[N:21])[CH3:20].[Cl-].[NH4+].[O:24]1CC[CH2:26][CH2:25]1, predict the reaction product. The product is: [OH:24][CH:25]([C:26]1[CH:3]=[CH:1][N:4]=[CH:5][CH:7]=1)[CH2:20][C:19]#[N:21].